This data is from Full USPTO retrosynthesis dataset with 1.9M reactions from patents (1976-2016). The task is: Predict the reactants needed to synthesize the given product. (1) Given the product [Cl:1][C:2]1[C:14]2[C:5](=[N:6][C:7]3[C:12]([C:13]=2[NH:25][C:22]2[CH:23]=[CH:24][C:19]([C:17](=[O:18])[CH3:16])=[CH:20][CH:21]=2)=[CH:11][CH:10]=[CH:9][CH:8]=3)[O:4][CH:3]=1, predict the reactants needed to synthesize it. The reactants are: [Cl:1][C:2]1[C:14]2[C:5](=[N:6][C:7]3[C:12]([C:13]=2Cl)=[CH:11][CH:10]=[CH:9][CH:8]=3)[O:4][CH:3]=1.[CH3:16][C:17]([C:19]1[CH:24]=[CH:23][C:22]([NH2:25])=[CH:21][CH:20]=1)=[O:18].[OH-].[Na+]. (2) Given the product [F:1][C:2]1[CH:3]=[C:4]([C:8]([NH:44][C:45]2[CH:46]=[CH:47][C:48]([C:51]3[S:55][C:54]([C:56]([O:58][CH3:59])=[O:57])=[C:53]([N:60]([C:64]([C@H:66]4[CH2:71][CH2:70][C@H:69]([CH3:72])[CH2:68][CH2:67]4)=[O:65])[CH:61]([CH3:63])[CH3:62])[CH:52]=3)=[CH:49][CH:50]=2)=[O:10])[CH:5]=[N:6][CH:7]=1, predict the reactants needed to synthesize it. The reactants are: [F:1][C:2]1[CH:3]=[C:4]([C:8]([OH:10])=O)[CH:5]=[N:6][CH:7]=1.CCN(C(C)C)C(C)C.CN(C(ON1N=NC2C=CC=NC1=2)=[N+](C)C)C.F[P-](F)(F)(F)(F)F.[NH2:44][C:45]1[CH:50]=[CH:49][C:48]([C:51]2[S:55][C:54]([C:56]([O:58][CH3:59])=[O:57])=[C:53]([N:60]([C:64]([C@H:66]3[CH2:71][CH2:70][C@H:69]([CH3:72])[CH2:68][CH2:67]3)=[O:65])[CH:61]([CH3:63])[CH3:62])[CH:52]=2)=[CH:47][CH:46]=1. (3) The reactants are: [Br:1][C:2]1[C:7]2[N:8]([CH3:14])[C:9]([C@@H:11]([NH2:13])[CH3:12])=[N:10][C:6]=2[CH:5]=[CH:4][CH:3]=1.[NH2:15][C:16]1[C:21]([C:22]#[N:23])=[C:20](Cl)[N:19]=[CH:18][N:17]=1.CCN(C(C)C)C(C)C. Given the product [NH2:15][C:16]1[C:21]([C:22]#[N:23])=[C:20]([NH:13][C@H:11]([C:9]2[N:8]([CH3:14])[C:7]3[C:2]([Br:1])=[CH:3][CH:4]=[CH:5][C:6]=3[N:10]=2)[CH3:12])[N:19]=[CH:18][N:17]=1, predict the reactants needed to synthesize it. (4) Given the product [Cl:19][C:15]1[CH:14]=[C:13]([C:10]#[C:9][C:20]2[C:24]([CH3:25])=[C:23]([C:26]3[CH:27]=[CH:28][C:29]([F:32])=[CH:30][CH:31]=3)[N:22]([CH3:33])[N:21]=2)[CH:18]=[CH:17][N:16]=1, predict the reactants needed to synthesize it. The reactants are: CC([O-])(C)C.[K+].O.Cl[C:9]([C:20]1[C:24]([CH3:25])=[C:23]([C:26]2[CH:31]=[CH:30][C:29]([F:32])=[CH:28][CH:27]=2)[N:22]([CH3:33])[N:21]=1)=[C:10]([C:13]1[CH:18]=[CH:17][N:16]=[C:15]([Cl:19])[CH:14]=1)C=O.C(=O)(O)[O-]. (5) Given the product [CH3:1][O:2][C:3]1[CH:31]=[N:30][C:6]2[N:7]=[CH:8][C:9](=[O:29])[N:10]([C:11]3[CH:12]=[N:13][C:14]4[CH2:15][CH:16]([NH:21][C:22](=[O:28])[O:23][C:24]([CH3:27])([CH3:25])[CH3:26])[CH2:17][CH2:18][C:19]=4[CH:20]=3)[C:5]=2[CH:4]=1, predict the reactants needed to synthesize it. The reactants are: [CH3:1][O:2][C:3]1[CH:31]=[N:30][C:6]2[NH:7][CH2:8][C:9](=[O:29])[N:10]([C:11]3[CH:12]=[N:13][C:14]4[CH2:15][CH:16]([NH:21][C:22](=[O:28])[O:23][C:24]([CH3:27])([CH3:26])[CH3:25])[CH2:17][CH2:18][C:19]=4[CH:20]=3)[C:5]=2[CH:4]=1.